From a dataset of Reaction yield outcomes from USPTO patents with 853,638 reactions. Predict the reaction yield, written as a fraction of the theoretical maximum amount of product (1.0 means a 100% yield; for example, 0.34 means a 34% yield). The reactants are [NH2:1][C:2]1[NH:6][N:5]=[C:4]([NH:7][C:8]2[CH:9]=[N:10][CH:11]=[CH:12][CH:13]=2)[C:3]=1[C:14]([NH2:16])=[O:15].[Cl:17][C:18]1[CH:25]=[CH:24][C:21]([CH:22]=O)=[CH:20][CH:19]=1.N1CCCCC1. The catalyst is C(O)C. The product is [Cl:17][C:18]1[CH:25]=[CH:24][C:21]([CH:22]=[N:1][C:2]2[NH:6][N:5]=[C:4]([NH:7][C:8]3[CH:9]=[N:10][CH:11]=[CH:12][CH:13]=3)[C:3]=2[C:14]([NH2:16])=[O:15])=[CH:20][CH:19]=1. The yield is 0.550.